This data is from NCI-60 drug combinations with 297,098 pairs across 59 cell lines. The task is: Regression. Given two drug SMILES strings and cell line genomic features, predict the synergy score measuring deviation from expected non-interaction effect. Drug 1: CC(CN1CC(=O)NC(=O)C1)N2CC(=O)NC(=O)C2. Drug 2: CCC1(CC2CC(C3=C(CCN(C2)C1)C4=CC=CC=C4N3)(C5=C(C=C6C(=C5)C78CCN9C7C(C=CC9)(C(C(C8N6C)(C(=O)OC)O)OC(=O)C)CC)OC)C(=O)OC)O.OS(=O)(=O)O. Cell line: ACHN. Synergy scores: CSS=44.9, Synergy_ZIP=-15.0, Synergy_Bliss=-4.71, Synergy_Loewe=-1.79, Synergy_HSA=-1.33.